This data is from Full USPTO retrosynthesis dataset with 1.9M reactions from patents (1976-2016). The task is: Predict the reactants needed to synthesize the given product. (1) Given the product [Cl:16][C:17]1[CH:22]=[CH:21][CH:20]=[CH:19][C:18]=1[S:23]([N:9]1[CH2:8][CH2:7][C:6]2([C:4](=[O:5])[N:37]([C:35]3[CH:34]=[CH:33][C:31]4[N:32]=[C:28]([CH3:27])[S:29][C:30]=4[CH:36]=3)[CH2:13][CH2:12]2)[CH2:11][CH2:10]1)(=[O:25])=[O:24], predict the reactants needed to synthesize it. The reactants are: C(O[C:4]([C:6]1([CH2:12][CH2:13]OC)[CH2:11][CH2:10][NH:9][CH2:8][CH2:7]1)=[O:5])C.[Cl:16][C:17]1[CH:22]=[CH:21][CH:20]=[CH:19][C:18]=1[S:23](Cl)(=[O:25])=[O:24].[CH3:27][C:28]1[S:29][C:30]2[CH:36]=[C:35]([NH2:37])[CH:34]=[CH:33][C:31]=2[N:32]=1. (2) Given the product [Cl:17][C:8]1[O:9][C:10]2[C:6](=[C:5]([C:12]([O:14][CH3:15])=[O:13])[CH:4]=[CH:3][C:2]=2[F:1])[N:7]=1, predict the reactants needed to synthesize it. The reactants are: [F:1][C:2]1[CH:3]=[CH:4][C:5]([C:12]([O:14][CH3:15])=[O:13])=[C:6]2[C:10]=1[O:9][C:8](=S)[NH:7]2.P(Cl)(Cl)(Cl)(Cl)[Cl:17].P(Cl)(Cl)(Cl)=O. (3) Given the product [Cl:1][C:2]1[CH:3]=[C:4]([C:20]2[C:21]([C:26]#[N:27])=[CH:22][CH:23]=[CH:24][CH:25]=2)[CH:5]=[CH:6][C:7]=1[CH2:8][C:9]1[C:10](=[O:11])[NH:32][C:29]([CH3:30])=[N:31][C:15]=1[CH2:16][CH2:17][CH3:18], predict the reactants needed to synthesize it. The reactants are: [Cl:1][C:2]1[CH:3]=[C:4]([C:20]2[CH:25]=[CH:24][CH:23]=[CH:22][C:21]=2[C:26]#[N:27])[CH:5]=[CH:6][C:7]=1[CH2:8][CH:9]([C:15](=O)[CH2:16][CH2:17][CH3:18])[C:10](OCC)=[O:11].Cl.[C:29](=[NH:32])([NH2:31])[CH3:30].C[O-].[Na+].